From a dataset of Forward reaction prediction with 1.9M reactions from USPTO patents (1976-2016). Predict the product of the given reaction. (1) Given the reactants [CH2:1]([C:5]1[CH:10]=[CH:9][C:8]([NH:11][CH2:12][CH:13]([CH3:15])[CH3:14])=[C:7]([CH3:16])[CH:6]=1)[CH2:2][CH2:3][CH3:4].Cl[S:18]([C:21]1[CH:26]=[CH:25][C:24]([O:27][CH2:28][CH2:29][C:30]([OH:32])=[O:31])=[C:23]([CH3:33])[CH:22]=1)(=[O:20])=[O:19], predict the reaction product. The product is: [CH2:1]([C:5]1[CH:10]=[CH:9][C:8]([N:11]([CH2:12][CH:13]([CH3:15])[CH3:14])[S:18]([C:21]2[CH:26]=[CH:25][C:24]([O:27][CH2:28][CH2:29][C:30]([OH:32])=[O:31])=[C:23]([CH3:33])[CH:22]=2)(=[O:20])=[O:19])=[C:7]([CH3:16])[CH:6]=1)[CH2:2][CH2:3][CH3:4]. (2) Given the reactants C[O:2][C:3](=[O:38])[CH:4]([O:12][CH2:13][C:14]1[CH:19]=[CH:18][C:17]([C:20]2[O:24][N:23]=[C:22]([CH3:25])[C:21]=2[NH:26][C:27]([O:29][C@@H:30]([C:32]2[CH:37]=[CH:36][CH:35]=[CH:34][CH:33]=2)[CH3:31])=[O:28])=[CH:16][CH:15]=1)[CH2:5][C:6]1[CH:11]=[CH:10][CH:9]=[CH:8][CH:7]=1, predict the reaction product. The product is: [CH3:25][C:22]1[C:21]([NH:26][C:27]([O:29][C@@H:30]([C:32]2[CH:33]=[CH:34][CH:35]=[CH:36][CH:37]=2)[CH3:31])=[O:28])=[C:20]([C:17]2[CH:16]=[CH:15][C:14]([CH2:13][O:12][CH:4]([CH2:5][C:6]3[CH:7]=[CH:8][CH:9]=[CH:10][CH:11]=3)[C:3]([OH:38])=[O:2])=[CH:19][CH:18]=2)[O:24][N:23]=1. (3) The product is: [Cl:26][C:27]1[N:28]=[CH:29][N:30]=[C:31]([N:16]([C:4]2[CH:5]=[CH:6][C:7]([N:9]3[CH2:14][CH2:13][N:12]([CH3:15])[CH2:11][CH2:10]3)=[CH:8][C:3]=2[O:2][CH3:1])[C:17](=[O:23])[O:18][C:19]([CH3:20])([CH3:22])[CH3:21])[CH:32]=1. Given the reactants [CH3:1][O:2][C:3]1[CH:8]=[C:7]([N:9]2[CH2:14][CH2:13][N:12]([CH3:15])[CH2:11][CH2:10]2)[CH:6]=[CH:5][C:4]=1[NH:16][C:17](=[O:23])[O:18][C:19]([CH3:22])([CH3:21])[CH3:20].[H-].[Na+].[Cl:26][C:27]1[CH:32]=[C:31](Cl)[N:30]=[CH:29][N:28]=1, predict the reaction product. (4) Given the reactants C([O-])([O-])=O.[Na+].[Na+].C1COCC1.Cl.Br[C:14]1[CH:19]=[CH:18][N:17]=[CH:16][CH:15]=1.CC1(C)C(C)(C)OB([C:28]2[CH:33]=[CH:32][C:31]([NH:34][C:35](=[O:37])[CH3:36])=[CH:30][CH:29]=2)O1, predict the reaction product. The product is: [N:17]1[CH:18]=[CH:19][C:14]([C:28]2[CH:33]=[CH:32][C:31]([NH:34][C:35](=[O:37])[CH3:36])=[CH:30][CH:29]=2)=[CH:15][CH:16]=1. (5) Given the reactants [NH2:1][C:2]1[NH:6][N:5]=[CH:4][C:3]=1[C:7]([O:9]CC)=O.[C:12](OC)(OC)(OC)[CH2:13][CH2:14][CH3:15].C(O)(=O)C.[CH2:26]([NH2:33])[C:27]1[CH:32]=[CH:31][CH:30]=[CH:29][CH:28]=1, predict the reaction product. The product is: [CH2:26]([N:33]1[C:7](=[O:9])[C:3]2[CH:4]=[N:5][NH:6][C:2]=2[N:1]=[C:12]1[CH2:13][CH2:14][CH3:15])[C:27]1[CH:32]=[CH:31][CH:30]=[CH:29][CH:28]=1. (6) Given the reactants C([O:3][C:4](=O)[CH2:5][C:6]12[CH2:17][N:16]([C:18]([O:20][C:21]([CH3:24])([CH3:23])[CH3:22])=[O:19])[C:14]3[C:15]1=[C:10]([CH:11]=[CH:12][CH:13]=3)[NH:9][C:8](=[O:25])[CH2:7]2)C.CC(C[AlH]CC(C)C)C, predict the reaction product. The product is: [O:25]=[C:8]1[CH2:7][C:6]2([CH2:5][CH:4]=[O:3])[CH2:17][N:16]([C:18]([O:20][C:21]([CH3:22])([CH3:23])[CH3:24])=[O:19])[C:14]3[C:15]2=[C:10]([CH:11]=[CH:12][CH:13]=3)[NH:9]1. (7) Given the reactants C[O:2][CH:3](OC)[CH2:4][N:5]1[C:9]2[N:10]=[C:11]([C:20]3[CH:25]=[CH:24][C:23]([NH:26][C:27]([NH:29][C:30]4[CH:35]=[CH:34][N:33]=[CH:32][CH:31]=4)=[O:28])=[CH:22][CH:21]=3)[N:12]=[C:13]([N:14]3[CH2:19][CH2:18][O:17][CH2:16][CH2:15]3)[C:8]=2[N:7]=[N:6]1, predict the reaction product. The product is: [N:14]1([C:13]2[C:8]3[N:7]=[N:6][N:5]([CH2:4][CH:3]=[O:2])[C:9]=3[N:10]=[C:11]([C:20]3[CH:25]=[CH:24][C:23]([NH:26][C:27]([NH:29][C:30]4[CH:35]=[CH:34][N:33]=[CH:32][CH:31]=4)=[O:28])=[CH:22][CH:21]=3)[N:12]=2)[CH2:15][CH2:16][O:17][CH2:18][CH2:19]1. (8) Given the reactants [N:1]1[CH:6]=[CH:5][C:4]([C:7]([OH:9])=O)=[CH:3][CH:2]=1.CN(C(ON1N=NC2C=CC=NC1=2)=[N+](C)C)C.F[P-](F)(F)(F)(F)F.CCN(C(C)C)C(C)C.[Cl:43][C:44]1[CH:49]=[CH:48][C:47]([C:50]2[N:51]=[C:52]3[CH:57]=[CH:56][C:55]([C:58]4[CH:63]=[CH:62][CH:61]=[CH:60][CH:59]=4)=[CH:54][N:53]3[C:64]=2[CH2:65][N:66]2[CH2:71][CH2:70][NH:69][CH2:68][CH2:67]2)=[CH:46][CH:45]=1, predict the reaction product. The product is: [Cl:43][C:44]1[CH:45]=[CH:46][C:47]([C:50]2[N:51]=[C:52]3[CH:57]=[CH:56][C:55]([C:58]4[CH:59]=[CH:60][CH:61]=[CH:62][CH:63]=4)=[CH:54][N:53]3[C:64]=2[CH2:65][N:66]2[CH2:71][CH2:70][N:69]([C:7]([C:4]3[CH:3]=[CH:2][N:1]=[CH:6][CH:5]=3)=[O:9])[CH2:68][CH2:67]2)=[CH:48][CH:49]=1.